From a dataset of Reaction yield outcomes from USPTO patents with 853,638 reactions. Predict the reaction yield, written as a fraction of the theoretical maximum amount of product (1.0 means a 100% yield; for example, 0.34 means a 34% yield). (1) The reactants are [Cl:1][C:2]1[C:3]([F:35])=[C:4]([C@@H:8]2[C@:12]([C:15]3[CH:20]=[CH:19][C:18]([Cl:21])=[CH:17][C:16]=3[F:22])([C:13]#[N:14])[C@H:11]([CH2:23][C:24]([CH3:27])([CH3:26])[CH3:25])[CH2:10][N:9]2[C:28]([NH:30][CH2:31][C:32](O)=[O:33])=[O:29])[CH:5]=[CH:6][CH:7]=1.[CH3:36][NH2:37]. No catalyst specified. The product is [CH3:36][NH:37][C:32]([CH2:31][NH:30][C:28]([N:9]1[CH2:10][CH:11]([CH2:23][C:24]([CH3:27])([CH3:26])[CH3:25])[C:12]([C:15]2[CH:20]=[CH:19][C:18]([Cl:21])=[CH:17][C:16]=2[F:22])([C:13]#[N:14])[CH:8]1[C:4]1[CH:5]=[CH:6][CH:7]=[C:2]([Cl:1])[C:3]=1[F:35])=[O:29])=[O:33]. The yield is 0.770. (2) The yield is 0.210. The catalyst is O=S(Cl)Cl.C1COCC1. The reactants are [F:1][C:2]1[CH:10]=[CH:9][C:8]([C:11]2[CH:16]=[CH:15][CH:14]=[C:13]([F:17])[CH:12]=2)=[CH:7][C:3]=1[C:4]([OH:6])=O.[Cl:18][C:19]1[C:25]([O:26][CH3:27])=[CH:24][CH:23]=[C:22]([Cl:28])[C:20]=1[NH2:21].[H-].[Na+]. The product is [Cl:18][C:19]1[C:25]([O:26][CH3:27])=[CH:24][CH:23]=[C:22]([Cl:28])[C:20]=1[NH:21][C:4](=[O:6])[C:3]1[CH:7]=[C:8]([C:11]2[CH:16]=[CH:15][CH:14]=[C:13]([F:17])[CH:12]=2)[CH:9]=[CH:10][C:2]=1[F:1].